Dataset: Peptide-MHC class II binding affinity with 134,281 pairs from IEDB. Task: Regression. Given a peptide amino acid sequence and an MHC pseudo amino acid sequence, predict their binding affinity value. This is MHC class II binding data. (1) The peptide sequence is KKLLCDIGESSSSSVTE. The MHC is DRB1_0801 with pseudo-sequence DRB1_0801. The binding affinity (normalized) is 0.208. (2) The peptide sequence is EKKYFAATQFERLAA. The MHC is HLA-DQA10101-DQB10501 with pseudo-sequence HLA-DQA10101-DQB10501. The binding affinity (normalized) is 0.272.